This data is from Cav3 T-type calcium channel HTS with 100,875 compounds. The task is: Binary Classification. Given a drug SMILES string, predict its activity (active/inactive) in a high-throughput screening assay against a specified biological target. (1) The drug is S(=O)(=O)(N1CCc2c(C1)cccc2)c1cc2CCCN(c2cc1)C(=O)C. The result is 0 (inactive). (2) The compound is S(=O)(=O)(N1CC(NC(=O)N2CCN(CC2)c2ccccc2)CCC1)c1ccc(cc1)C. The result is 1 (active). (3) The molecule is O(c1cc2CCCc2cc1)CCCCn1c2c(nc1)cccc2. The result is 0 (inactive). (4) The drug is S(c1ncnc2c3c(oc12)cccc3)CC(O)=O. The result is 0 (inactive).